Dataset: Forward reaction prediction with 1.9M reactions from USPTO patents (1976-2016). Task: Predict the product of the given reaction. Given the reactants [CH2:1]([C@@:8]12[CH2:21][CH2:20][C@@:19]([CH2:23][CH3:24])([OH:22])[CH2:18][C@@H:17]1[CH2:16][CH2:15][C:14]1[CH:13]=[C:12]([C:25]([O:27][CH3:28])=[O:26])[CH:11]=[CH:10][C:9]2=1)[C:2]1[CH:7]=[CH:6][CH:5]=[CH:4][CH:3]=1.[Mn]([O-])(=O)(=O)=[O:30].[K+].N1C=CC=CC=1.[O-]S([O-])(=O)=O.[Na+].[Na+], predict the reaction product. The product is: [CH2:1]([C@@:8]12[CH2:21][CH2:20][C@@:19]([CH2:23][CH3:24])([OH:22])[CH2:18][C@@H:17]1[CH2:16][C:15](=[O:30])[C:14]1[CH:13]=[C:12]([C:25]([O:27][CH3:28])=[O:26])[CH:11]=[CH:10][C:9]2=1)[C:2]1[CH:3]=[CH:4][CH:5]=[CH:6][CH:7]=1.